Predict the reactants needed to synthesize the given product. From a dataset of Full USPTO retrosynthesis dataset with 1.9M reactions from patents (1976-2016). (1) The reactants are: [Br:1][C:2]1[C:3]([C:9]([OH:11])=[O:10])=[N:4][C:5]([CH3:8])=[CH:6][CH:7]=1.S(Cl)(Cl)=O.[CH3:16]O. Given the product [Br:1][C:2]1[C:3]([C:9]([O:11][CH3:16])=[O:10])=[N:4][C:5]([CH3:8])=[CH:6][CH:7]=1, predict the reactants needed to synthesize it. (2) The reactants are: CS(O[C:6]1([CH2:23][CH3:24])[CH2:9][N:8]([CH:10]([C:17]2[CH:22]=[CH:21][CH:20]=[CH:19][CH:18]=2)[C:11]2[CH:16]=[CH:15][CH:14]=[CH:13][CH:12]=2)[CH2:7]1)(=O)=O.[CH3:25][NH:26][CH3:27]. Given the product [C:11]1([CH:10]([C:17]2[CH:22]=[CH:21][CH:20]=[CH:19][CH:18]=2)[N:8]2[CH2:9][C:6]([CH2:23][CH3:24])([N:26]([CH3:27])[CH3:25])[CH2:7]2)[CH:16]=[CH:15][CH:14]=[CH:13][CH:12]=1, predict the reactants needed to synthesize it.